Dataset: Forward reaction prediction with 1.9M reactions from USPTO patents (1976-2016). Task: Predict the product of the given reaction. Given the reactants [CH3:1][C:2]1[CH:3]=[C:4]([CH2:8][NH:9][CH:10]2[CH2:15][CH2:14][N:13]([C:16]([O:18][C:19]([CH3:22])([CH3:21])[CH3:20])=[O:17])[CH2:12][CH2:11]2)[CH:5]=[CH:6][CH:7]=1.C(N(C(C)C)CC)(C)C.[CH3:32][O:33][C:34]1[CH:39]=[CH:38][C:37]([CH2:40][C:41](Cl)=[O:42])=[CH:36][CH:35]=1.O, predict the reaction product. The product is: [CH3:1][C:2]1[CH:3]=[C:4]([CH2:8][N:9]([CH:10]2[CH2:15][CH2:14][N:13]([C:16]([O:18][C:19]([CH3:22])([CH3:21])[CH3:20])=[O:17])[CH2:12][CH2:11]2)[C:41](=[O:42])[CH2:40][C:37]2[CH:38]=[CH:39][C:34]([O:33][CH3:32])=[CH:35][CH:36]=2)[CH:5]=[CH:6][CH:7]=1.